Dataset: Catalyst prediction with 721,799 reactions and 888 catalyst types from USPTO. Task: Predict which catalyst facilitates the given reaction. Reactant: [C:1]([C:3]1[CH:8]=[CH:7][C:6]([CH2:9][CH2:10][CH:11](/[CH:21]=[CH:22]/[C:23]2[CH:28]=[CH:27][CH:26]=[CH:25][C:24]=2[O:29][CH2:30][CH2:31][CH2:32][CH2:33][CH2:34][C:35]2[CH:40]=[CH:39][CH:38]=[CH:37][CH:36]=2)[CH2:12][CH2:13][CH2:14][CH2:15][C:16]([O:18][CH2:19][CH3:20])=[O:17])=[CH:5][CH:4]=1)#[N:2].C[Si]([N:45]=[N+:46]=[N-:47])(C)C.C([Sn](=O)CCCC)CCC. Product: [C:35]1([CH2:34][CH2:33][CH2:32][CH2:31][CH2:30][O:29][C:24]2[CH:25]=[CH:26][CH:27]=[CH:28][C:23]=2/[CH:22]=[CH:21]/[CH:11]([CH2:10][CH2:9][C:6]2[CH:7]=[CH:8][C:3]([C:1]3[NH:47][N:46]=[N:45][N:2]=3)=[CH:4][CH:5]=2)[CH2:12][CH2:13][CH2:14][CH2:15][C:16]([O:18][CH2:19][CH3:20])=[O:17])[CH:36]=[CH:37][CH:38]=[CH:39][CH:40]=1. The catalyst class is: 11.